From a dataset of Reaction yield outcomes from USPTO patents with 853,638 reactions. Predict the reaction yield, written as a fraction of the theoretical maximum amount of product (1.0 means a 100% yield; for example, 0.34 means a 34% yield). The catalyst is O1CCCC1.C(OCC)(=O)C. The yield is 0.740. The reactants are CC(C)([O-])C.[K+].[CH3:7][C:8]1[CH:13]=[CH:12][N:11]=[CH:10][C:9]=1[NH2:14].[C:15](=O)([O:18]C)[O:16][CH3:17].O. The product is [CH3:7][C:8]1[CH:13]=[CH:12][N:11]=[CH:10][C:9]=1[NH:14][C:15](=[O:18])[O:16][CH3:17].